This data is from Full USPTO retrosynthesis dataset with 1.9M reactions from patents (1976-2016). The task is: Predict the reactants needed to synthesize the given product. (1) Given the product [CH3:1][CH2:2][C:3]1[C:4]([CH3:45])=[C:5]2[NH:22][C:21]=1[CH:20]=[C:19]1[C:23]([CH3:32])=[C:24]3[C:25]([CH2:27][C:16]([C:17]3=[N:18]1)=[C:15]1[C@@H:33]([CH2:36][CH2:37][C:38]([OH:40])=[O:39])[C@H:34]([CH3:35])[C:13]([NH:14]1)=[CH:12][C:10]1=[N:11][C:7]([C:8]([CH:43]=[CH2:44])=[C:9]1[CH3:42])=[CH:6]2)=[O:26], predict the reactants needed to synthesize it. The reactants are: [CH3:1][CH2:2][C:3]1[C:21]2=[N:22][C:5](=[CH:6][C:7]3[NH:11][C:10]([CH:12]=[C:13]4[CH:34]([CH3:35])[CH:33]([CH2:36][CH2:37][C:38]([O:40]C)=[O:39])[C:15]([C:16]5[CH:27](C(OC)=O)[C:25](=[O:26])[C:24]6[C:17]=5[NH:18][C:19]([C:23]=6[CH3:32])=[CH:20]2)=[N:14]4)=[C:9]([CH3:42])[C:8]=3[CH:43]=[CH2:44])[C:4]=1[CH3:45].CCC1C(C)=C2NC=1C=C1N=C3C(C(C(C(OC)=O)C3=C3N=C(C=C4NC(=C2)C(C=C)=C4C)C(C)C3CCC(OC)=O)=O)=C1C. (2) Given the product [Cl:12][C:8]1[CH:7]=[C:6]2[C:11]([C:2]([NH:21][C:20]3[CH:22]=[CH:23][C:17]([F:16])=[CH:18][CH:19]=3)=[C:3]([N+:13]([O-:15])=[O:14])[CH:4]=[N:5]2)=[CH:10][CH:9]=1, predict the reactants needed to synthesize it. The reactants are: Cl[C:2]1[C:11]2[C:6](=[CH:7][C:8]([Cl:12])=[CH:9][CH:10]=2)[N:5]=[CH:4][C:3]=1[N+:13]([O-:15])=[O:14].[F:16][C:17]1[CH:23]=[CH:22][C:20]([NH2:21])=[CH:19][CH:18]=1. (3) Given the product [Cl:18][C:7]1[CH:8]=[C:9]2[C:4](=[CH:5][CH:6]=1)[N:3]=[C:2]([NH:25][CH2:24][C:23]([O:22][CH2:20][CH3:21])=[O:26])[N:11]=[C:10]2[C:12]1[CH:17]=[CH:16][CH:15]=[CH:14][CH:13]=1, predict the reactants needed to synthesize it. The reactants are: Cl[C:2]1[N:11]=[C:10]([C:12]2[CH:17]=[CH:16][CH:15]=[CH:14][CH:13]=2)[C:9]2[C:4](=[CH:5][CH:6]=[C:7]([Cl:18])[CH:8]=2)[N:3]=1.Cl.[CH2:20]([O:22][C:23](=[O:26])[CH2:24][NH2:25])[CH3:21].CN(C=O)C.C(N(CC)CC)C. (4) Given the product [CH3:29][N:27]([CH3:28])[CH:26]=[C:10]([C:6]1[CH:7]=[CH:8][CH:9]=[C:4]([O:3][C:2]([F:1])([F:13])[F:14])[CH:5]=1)[C:11]#[N:12], predict the reactants needed to synthesize it. The reactants are: [F:1][C:2]([F:14])([F:13])[O:3][C:4]1[CH:5]=[C:6]([CH2:10][C:11]#[N:12])[CH:7]=[CH:8][CH:9]=1.CCN(C(C)C)C(C)C.CO[CH:26](OC)[N:27]([CH3:29])[CH3:28]. (5) The reactants are: [NH2:1][C:2]1[C:7]([S:8]([NH:11][CH3:12])(=[O:10])=[O:9])=[CH:6][C:5]([Br:13])=[CH:4][N:3]=1.[CH2:14]=O.Cl. Given the product [Br:13][C:5]1[CH:4]=[N:3][C:2]2[NH:1][CH2:12][N:11]([CH3:14])[S:8](=[O:10])(=[O:9])[C:7]=2[CH:6]=1, predict the reactants needed to synthesize it.